The task is: Regression. Given a peptide amino acid sequence and an MHC pseudo amino acid sequence, predict their binding affinity value. This is MHC class II binding data.. This data is from Peptide-MHC class II binding affinity with 134,281 pairs from IEDB. (1) The peptide sequence is RLEDGSPRTGQIFKQ. The MHC is DRB1_0401 with pseudo-sequence DRB1_0401. The binding affinity (normalized) is 0.170. (2) The peptide sequence is LAKYKANWIEIMRIK. The MHC is DRB1_1201 with pseudo-sequence DRB1_1201. The binding affinity (normalized) is 0.431. (3) The peptide sequence is EPGHLAPTGMFVAAA. The MHC is DRB1_1101 with pseudo-sequence DRB1_1101. The binding affinity (normalized) is 0.336. (4) The peptide sequence is KGSNPNYLALLVKYV. The MHC is HLA-DQA10101-DQB10501 with pseudo-sequence HLA-DQA10101-DQB10501. The binding affinity (normalized) is 0.